This data is from Peptide-MHC class I binding affinity with 185,985 pairs from IEDB/IMGT. The task is: Regression. Given a peptide amino acid sequence and an MHC pseudo amino acid sequence, predict their binding affinity value. This is MHC class I binding data. (1) The peptide sequence is NVPERQLILR. The MHC is HLA-A11:01 with pseudo-sequence HLA-A11:01. The binding affinity (normalized) is 0.466. (2) The peptide sequence is IRNLVKRYK. The MHC is HLA-A31:01 with pseudo-sequence HLA-A31:01. The binding affinity (normalized) is 0.0847. (3) The peptide sequence is NTQGYFPDWQ. The MHC is HLA-A30:02 with pseudo-sequence HLA-A30:02. The binding affinity (normalized) is 0. (4) The peptide sequence is DLSRHSWDL. The MHC is HLA-B35:01 with pseudo-sequence HLA-B35:01. The binding affinity (normalized) is 0.0847.